From a dataset of Forward reaction prediction with 1.9M reactions from USPTO patents (1976-2016). Predict the product of the given reaction. (1) Given the reactants [BH4-].[Li+].[O:3]([C:10]1[CH:32]=[CH:31][C:13]([CH2:14][O:15][CH2:16][C:17]2[CH:22]=[CH:21][C:20]([C:23]3[S:27](=[O:29])(=[O:28])[NH:26][C:25](=[O:30])[CH:24]=3)=[CH:19][CH:18]=2)=[CH:12][CH:11]=1)[C:4]1[CH:9]=[CH:8][CH:7]=[CH:6][CH:5]=1, predict the reaction product. The product is: [O:3]([C:10]1[CH:32]=[CH:31][C:13]([CH2:14][O:15][CH2:16][C:17]2[CH:22]=[CH:21][C:20]([CH:23]3[S:27](=[O:29])(=[O:28])[NH:26][C:25](=[O:30])[CH2:24]3)=[CH:19][CH:18]=2)=[CH:12][CH:11]=1)[C:4]1[CH:5]=[CH:6][CH:7]=[CH:8][CH:9]=1. (2) Given the reactants [NH2:1][CH2:2][C:3]1[C:8]([CH2:9][CH3:10])=[N:7][C:6]2[N:11]([CH2:14][CH3:15])[N:12]=[CH:13][C:5]=2[C:4]=1[NH:16][CH:17]1[CH2:22][CH2:21][O:20][CH2:19][CH2:18]1.[I-].C[N+]1C=CN([C:30]([N:32]2[CH2:37][CH2:36][O:35][CH2:34][CH2:33]2)=[O:31])C=1.CCN(C(C)C)C(C)C, predict the reaction product. The product is: [CH2:14]([N:11]1[C:6]2=[N:7][C:8]([CH2:9][CH3:10])=[C:3]([CH2:2][NH:1][C:30]([N:32]3[CH2:37][CH2:36][O:35][CH2:34][CH2:33]3)=[O:31])[C:4]([NH:16][CH:17]3[CH2:18][CH2:19][O:20][CH2:21][CH2:22]3)=[C:5]2[CH:13]=[N:12]1)[CH3:15]. (3) Given the reactants [CH2:1]([O:3][C:4]1[CH:5]=[C:6]2[C:11](=[C:12]3[CH2:16][C:15]([CH3:18])([CH3:17])[O:14][C:13]=13)[C:10]([C:19]1[CH:24]=[CH:23][C:22]([CH2:25][CH2:26][C:27]([O:29]CC)=[O:28])=[CH:21][CH:20]=1)=[N:9][C:8]([CH3:33])([CH3:32])[CH2:7]2)[CH3:2].[OH-].[Na+].Cl, predict the reaction product. The product is: [CH2:1]([O:3][C:4]1[CH:5]=[C:6]2[C:11](=[C:12]3[CH2:16][C:15]([CH3:18])([CH3:17])[O:14][C:13]=13)[C:10]([C:19]1[CH:20]=[CH:21][C:22]([CH2:25][CH2:26][C:27]([OH:29])=[O:28])=[CH:23][CH:24]=1)=[N:9][C:8]([CH3:32])([CH3:33])[CH2:7]2)[CH3:2]. (4) Given the reactants Cl.[CH2:2]([O:4][C:5]([C@H:7]1[CH2:10][C@@H:9]([NH2:11])[CH2:8]1)=[O:6])[CH3:3].[CH2:12]([C:16]1[CH:21]=[CH:20][C:19]([C:22]2[N:26]=[C:25]([C:27]3[CH:34]=[CH:33][C:30]([CH:31]=O)=[CH:29][CH:28]=3)[O:24][N:23]=2)=[CH:18][CH:17]=1)[CH:13]([CH3:15])[CH3:14].C(O)(=O)C.C(O[BH-](OC(=O)C)OC(=O)C)(=O)C.[Na+], predict the reaction product. The product is: [CH2:12]([C:16]1[CH:17]=[CH:18][C:19]([C:22]2[N:26]=[C:25]([C:27]3[CH:28]=[CH:29][C:30]([CH2:31][NH:11][C@@H:9]4[CH2:10][C@H:7]([C:5]([O:4][CH2:2][CH3:3])=[O:6])[CH2:8]4)=[CH:33][CH:34]=3)[O:24][N:23]=2)=[CH:20][CH:21]=1)[CH:13]([CH3:15])[CH3:14]. (5) Given the reactants [C:1]1([CH:7]2[O:12][CH:11]([CH:13]=O)[CH2:10][CH2:9][O:8]2)[CH:6]=[CH:5][CH:4]=[CH:3][CH:2]=1.[CH3:15]/C(/[O-])=C(/P(OC)(OC)=O)\[N+]#N.C([O-])([O-])=O.[K+].[K+], predict the reaction product. The product is: [C:13]([CH:11]1[CH2:10][CH2:9][O:8][CH:7]([C:1]2[CH:2]=[CH:3][CH:4]=[CH:5][CH:6]=2)[O:12]1)#[CH:15].